From a dataset of Reaction yield outcomes from USPTO patents with 853,638 reactions. Predict the reaction yield, written as a fraction of the theoretical maximum amount of product (1.0 means a 100% yield; for example, 0.34 means a 34% yield). (1) The reactants are [CH2:1]([O:5][C:6]1[CH:13]=[C:12]([F:14])[C:9]([CH2:10][OH:11])=[C:8]([Cl:15])[CH:7]=1)[CH2:2][CH2:3][CH3:4].[C:16]([O:20][C:21]([N:23]1[CH2:28][CH2:27][N:26]([C:29](Cl)=[O:30])[C@H:25]([CH2:32][CH3:33])[CH2:24]1)=[O:22])([CH3:19])([CH3:18])[CH3:17]. No catalyst specified. The product is [CH2:1]([O:5][C:6]1[CH:13]=[C:12]([F:14])[C:9]([CH2:10][O:11][C:29]([N:26]2[CH2:27][CH2:28][N:23]([C:21]([O:20][C:16]([CH3:18])([CH3:17])[CH3:19])=[O:22])[CH2:24][C@H:25]2[CH2:32][CH3:33])=[O:30])=[C:8]([Cl:15])[CH:7]=1)[CH2:2][CH2:3][CH3:4]. The yield is 0.900. (2) The reactants are [OH:1][C:2]1[CH:7]=[C:6]([CH3:8])[NH:5][C:4](=[O:9])[C:3]=1[C:10]#[N:11].[CH3:12]C([O-])(C)C.[K+].CI. The catalyst is CN(C=O)C. The product is [CH3:12][O:1][C:2]1[CH:7]=[C:6]([CH3:8])[NH:5][C:4](=[O:9])[C:3]=1[C:10]#[N:11]. The yield is 0.461. (3) The reactants are [Br:1][C:2]1[CH:18]=[CH:17][C:5]([CH2:6][CH:7]2[CH2:12][C:11](=[O:13])[CH2:10][CH2:9][CH:8]2[C:14]([OH:16])=O)=[CH:4][CH:3]=1. The catalyst is O. The product is [Br:1][C:2]1[CH:3]=[C:4]2[C:5](=[CH:17][CH:18]=1)[CH2:6][CH:7]1[CH:8]([CH2:9][CH2:10][C:11](=[O:13])[CH2:12]1)[C:14]2=[O:16]. The yield is 0.130. (4) The reactants are [NH2:1][C:2]1[CH:7]=[CH:6][C:5]([NH:8][C:9]([N:11]2[CH2:16][CH2:15][N:14]([C:17]3[C:26]4[C:21](=[CH:22][C:23]([O:29][CH3:30])=[C:24]([O:27][CH3:28])[CH:25]=4)[N:20]=[CH:19][N:18]=3)[CH2:13][CH2:12]2)=[O:10])=[CH:4][CH:3]=1.[C:31](OC(=O)C)(=[O:33])[CH3:32].C(N(CC)CC)C.CO. The catalyst is ClCCl. The product is [C:31]([NH:1][C:2]1[CH:7]=[CH:6][C:5]([NH:8][C:9]([N:11]2[CH2:12][CH2:13][N:14]([C:17]3[C:26]4[C:21](=[CH:22][C:23]([O:29][CH3:30])=[C:24]([O:27][CH3:28])[CH:25]=4)[N:20]=[CH:19][N:18]=3)[CH2:15][CH2:16]2)=[O:10])=[CH:4][CH:3]=1)(=[O:33])[CH3:32]. The yield is 0.340. (5) The reactants are [NH:1]1[CH2:7][CH2:6][CH2:5][CH2:4][CH2:3][CH2:2]1.CN(C)C=O.F[C:14]1[CH:19]=[CH:18][C:17]([C:20]([F:23])([F:22])[F:21])=[CH:16][C:15]=1[N+:24]([O-:26])=[O:25]. The catalyst is O. The product is [N+:24]([C:15]1[CH:16]=[C:17]([C:20]([F:21])([F:22])[F:23])[CH:18]=[CH:19][C:14]=1[N:1]1[CH2:7][CH2:6][CH2:5][CH2:4][CH2:3][CH2:2]1)([O-:26])=[O:25]. The yield is 0.975. (6) The reactants are CS([C:5]1[O:6][C:7]([C:10]2[CH:11]=[CH:12][C:13]3[O:17][CH:16]=[C:15]([C:18]4[CH:23]=[CH:22][C:21]([O:24][C:25]([F:28])([F:27])[F:26])=[CH:20][CH:19]=4)[C:14]=3[CH:29]=2)=[N:8][N:9]=1)(=O)=O.[NH:30]1[CH2:35][CH2:34][NH:33][CH2:32][CH2:31]1. No catalyst specified. The product is [F:26][C:25]([F:28])([F:27])[O:24][C:21]1[CH:22]=[CH:23][C:18]([C:15]2[C:14]3[CH:29]=[C:10]([C:7]4[O:6][C:5]([N:30]5[CH2:35][CH2:34][NH:33][CH2:32][CH2:31]5)=[N:9][N:8]=4)[CH:11]=[CH:12][C:13]=3[O:17][CH:16]=2)=[CH:19][CH:20]=1. The yield is 0.200. (7) The reactants are [CH2:1]1[C:9]2[C:4](=[CH:5][CH:6]=[CH:7][CH:8]=2)[CH:3]=[CH:2]1.O1CCCC1.C([Li])CCC.[CH2:20]1[CH2:30][CH2:29][C:23](=[C:24]2[CH:28]=[CH:27][CH:26]=[CH:25]2)[CH2:22][CH2:21]1. The catalyst is O. The product is [CH:24]1([C:23]2([CH:1]3[C:9]4[C:4](=[CH:5][CH:6]=[CH:7][CH:8]=4)[CH:3]=[CH:2]3)[CH2:29][CH2:30][CH2:20][CH2:21][CH2:22]2)[CH:25]=[CH:26][CH:27]=[CH:28]1. The yield is 0.690.